Dataset: Catalyst prediction with 721,799 reactions and 888 catalyst types from USPTO. Task: Predict which catalyst facilitates the given reaction. (1) Reactant: [Cl:1][C:2]1[N:3]=[C:4](Cl)[C:5]2[S:11][CH2:10][CH2:9][CH2:8][C:6]=2[N:7]=1.CCN(CC)CC.[CH3:20][C@H:21]1[CH2:26][O:25][CH2:24][CH2:23][NH:22]1. Product: [Cl:1][C:2]1[N:3]=[C:4]([N:22]2[CH2:23][CH2:24][O:25][CH2:26][C@@H:21]2[CH3:20])[C:5]2[S:11][CH2:10][CH2:9][CH2:8][C:6]=2[N:7]=1. The catalyst class is: 3. (2) Reactant: Cl[C:2]1[C:7]2[S:8][C:9]3[N:10]=[C:11]([N:21]4[CH2:26][CH2:25][N:24]([CH3:27])[CH2:23][CH2:22]4)[C:12]4[CH2:13][CH2:14][C:15]([CH3:20])([CH3:19])[CH2:16][C:17]=4[C:18]=3[C:6]=2[N:5]=[CH:4][N:3]=1.[N:28]1([CH2:34][CH2:35][NH2:36])[CH2:33][CH2:32][O:31][CH2:30][CH2:29]1. Product: [CH3:20][C:15]1([CH3:19])[CH2:14][CH2:13][C:12]2[C:11]([N:21]3[CH2:26][CH2:25][N:24]([CH3:27])[CH2:23][CH2:22]3)=[N:10][C:9]3[S:8][C:7]4[C:6](=[N:5][CH:4]=[N:3][C:2]=4[NH:36][CH2:35][CH2:34][N:28]4[CH2:33][CH2:32][O:31][CH2:30][CH2:29]4)[C:18]=3[C:17]=2[CH2:16]1. The catalyst class is: 8. (3) Reactant: [NH2:1][C:2]1[CH:3]=[N:4][CH:5]=[CH:6][CH:7]=1.[N:8]([O-])=O.[Na+].[Sn](Cl)[Cl:13]. Product: [ClH:13].[ClH:13].[NH:1]([C:2]1[CH:3]=[N:4][CH:5]=[CH:6][CH:7]=1)[NH2:8]. The catalyst class is: 33. (4) Reactant: C[O:2][C:3](=[O:16])[C:4]1[CH:9]=[CH:8][CH:7]=[C:6]([N:10]2[CH2:14][CH2:13][O:12][C:11]2=[O:15])[CH:5]=1.[Li+].[OH-]. Product: [O:15]=[C:11]1[N:10]([C:6]2[CH:5]=[C:4]([CH:9]=[CH:8][CH:7]=2)[C:3]([OH:16])=[O:2])[CH2:14][CH2:13][O:12]1. The catalyst class is: 12. (5) Reactant: [CH3:1][C@@H:2]([OH:29])[C@H:3]([NH2:28])[C:4]([N:6]1[C@H:10]([C:11]([N:13]2[C@H:17]([C:18]([NH:20][C@H:21]([C:25]([NH2:27])=[O:26])[C@H:22]([OH:24])[CH3:23])=[O:19])[CH2:16][CH2:15][CH2:14]2)=[O:12])[CH2:9][CH2:8][CH2:7]1)=[O:5].[C:30]([NH:33][C@H:34]([C:39]([OH:41])=[O:40])[CH2:35][CH:36]([CH3:38])[CH3:37])(=[O:32])[CH3:31]. Product: [CH3:1][C@@H:2]([OH:29])[C@H:3]([NH2:28])[C:4]([N:6]1[C@H:10]([C:11]([N:13]2[C@H:17]([C:18]([NH:20][C@H:21]([C:25]([NH2:27])=[O:26])[C@H:22]([OH:24])[CH3:23])=[O:19])[CH2:16][CH2:15][CH2:14]2)=[O:12])[CH2:9][CH2:8][CH2:7]1)=[O:5].[C:30]([NH:33][C@H:34]([C:39]([OH:41])=[O:40])[CH2:35][CH:36]([CH3:37])[CH3:38])(=[O:32])[CH3:31]. The catalyst class is: 5.